From a dataset of Catalyst prediction with 721,799 reactions and 888 catalyst types from USPTO. Predict which catalyst facilitates the given reaction. (1) Reactant: [CH2:1]([N:3]([CH2:29][C:30]([NH:32][CH2:33][CH3:34])=[O:31])[C:4]([C:6]1[CH:7]=[C:8]2[C:16](=[CH:17][CH:18]=1)[N:15]([CH2:19][C:20]([OH:22])=O)[C:14]1[CH2:13][CH2:12][CH:11]([CH:23]3[CH2:28][CH2:27][O:26][CH2:25][CH2:24]3)[CH2:10][C:9]2=1)=[O:5])[CH3:2].Cl.CN.[CH2:38]([N:40](C(C)C)C(C)C)C.CN(C(ON1N=NC2C=CC=NC1=2)=[N+](C)C)C.F[P-](F)(F)(F)(F)F. Product: [CH2:1]([N:3]([CH2:29][C:30]([NH:32][CH2:33][CH3:34])=[O:31])[C:4]([C:6]1[CH:7]=[C:8]2[C:16](=[CH:17][CH:18]=1)[N:15]([CH2:19][C:20]([NH:40][CH3:38])=[O:22])[C:14]1[CH2:13][CH2:12][CH:11]([CH:23]3[CH2:24][CH2:25][O:26][CH2:27][CH2:28]3)[CH2:10][C:9]2=1)=[O:5])[CH3:2]. The catalyst class is: 517. (2) Reactant: [OH:1][C@@H:2]1[CH2:7][CH2:6][CH2:5][C@H:4]([CH2:8][CH2:9][C:10]([CH3:19])([CH3:18])[C:11]([O:13][C:14]([CH3:17])([CH3:16])[CH3:15])=[O:12])[CH2:3]1.I[CH2:21][C:22]1[N:23]=[C:24]([C:28]2[CH:33]=[CH:32][C:31]([CH3:34])=[CH:30][CH:29]=2)[O:25][C:26]=1[CH3:27].[H-].[Na+].C(OC)(C)(C)C. Product: [CH3:18][C:10]([CH3:19])([CH2:9][CH2:8][C@H:4]1[CH2:5][CH2:6][CH2:7][C@@H:2]([O:1][CH2:21][C:22]2[N:23]=[C:24]([C:28]3[CH:33]=[CH:32][C:31]([CH3:34])=[CH:30][CH:29]=3)[O:25][C:26]=2[CH3:27])[CH2:3]1)[C:11]([O:13][C:14]([CH3:17])([CH3:16])[CH3:15])=[O:12]. The catalyst class is: 9. (3) Reactant: F[C:2]1[CH:7]=[CH:6][CH:5]=[C:4]([N+:8]([O-:10])=[O:9])[CH:3]=1.[C:11]([O:15][C:16]([N:18]1[CH2:23][CH2:22][NH:21][CH2:20][CH2:19]1)=[O:17])([CH3:14])([CH3:13])[CH3:12]. Product: [C:11]([O:15][C:16]([N:18]1[CH2:23][CH2:22][N:21]([C:2]2[CH:7]=[CH:6][CH:5]=[C:4]([N+:8]([O-:10])=[O:9])[CH:3]=2)[CH2:20][CH2:19]1)=[O:17])([CH3:14])([CH3:12])[CH3:13]. The catalyst class is: 148. (4) Reactant: [N:1]([C:4]1[N:13]=[CH:12][CH:11]=[C:10]2[C:5]=1[CH:6]=[CH:7][CH:8]=[N:9]2)=[N+]=[N-].Cl.[OH-].[Na+]. The catalyst class is: 191. Product: [N:9]1[C:10]2[CH:11]=[CH:12][N:13]=[C:4]([NH2:1])[C:5]=2[CH:6]=[CH:7][CH:8]=1. (5) Reactant: [CH3:1][C:2]1[CH:7]=[CH:6][C:5]([N+:8]([O-:10])=[O:9])=[CH:4][C:3]=1/[CH:11]=[CH:12]/[N+:13]([O-:15])=[O:14].[CH3:16][C:17]1[N:21]([C:22]([C:35]2[CH:40]=[CH:39][CH:38]=[CH:37][CH:36]=2)([C:29]2[CH:34]=[CH:33][CH:32]=[CH:31][CH:30]=2)[C:23]2[CH:28]=[CH:27][CH:26]=[CH:25][CH:24]=2)[N:20]=[N:19][N:18]=1.C(=O)=O.CC(C)=O.C([Li])CCC.CCCCCC. Product: [CH3:1][C:2]1[CH:7]=[CH:6][C:5]([N+:8]([O-:10])=[O:9])=[CH:4][C:3]=1[CH:11]([CH2:12][N+:13]([O-:15])=[O:14])[CH2:16][C:17]1[N:21]([C:22]([C:23]2[CH:28]=[CH:27][CH:26]=[CH:25][CH:24]=2)([C:29]2[CH:30]=[CH:31][CH:32]=[CH:33][CH:34]=2)[C:35]2[CH:40]=[CH:39][CH:38]=[CH:37][CH:36]=2)[N:20]=[N:19][N:18]=1. The catalyst class is: 7. (6) Reactant: [N:1]1[C:6]2[NH:7][CH:8]=[CH:9][C:5]=2[C:4]([N:10]2[CH:18]3[CH:13]([N:14](C(OCC4C=CC=CC=4)=O)[CH2:15][CH2:16][CH2:17]3)[CH2:12][CH2:11]2)=[N:3][CH:2]=1.[BrH:29]. Product: [BrH:29].[N:10]1([C:4]2[C:5]3[CH:9]=[CH:8][NH:7][C:6]=3[N:1]=[CH:2][N:3]=2)[CH:18]2[CH:13]([NH:14][CH2:15][CH2:16][CH2:17]2)[CH2:12][CH2:11]1. The catalyst class is: 15. (7) Reactant: [C:1]([Si:5]([O:8][CH2:9][CH2:10][O:11][C:12]1[CH:17]=[CH:16][C:15]([CH3:18])=[C:14]([N+:19]([O-])=O)[CH:13]=1)([CH3:7])[CH3:6])([CH3:4])([CH3:3])[CH3:2]. The catalyst class is: 457. Product: [C:1]([Si:5]([CH3:7])([CH3:6])[O:8][CH2:9][CH2:10][O:11][C:12]1[CH:17]=[CH:16][C:15]([CH3:18])=[C:14]([NH2:19])[CH:13]=1)([CH3:4])([CH3:3])[CH3:2]. (8) Reactant: [Si:1]([O:18][CH2:19][C@@H:20]1[C@@H:24]([OH:25])[C@:23]([F:27])([CH3:26])[CH:22]([O:28][CH3:29])[O:21]1)([C:14]([CH3:17])([CH3:16])[CH3:15])([C:8]1[CH:13]=[CH:12][CH:11]=[CH:10][CH:9]=1)[C:2]1[CH:7]=[CH:6][CH:5]=[CH:4][CH:3]=1.CC(OI1(OC(C)=O)(OC(C)=O)OC(=O)C2C=CC=CC1=2)=O. Product: [Si:1]([O:18][CH2:19][C@@H:20]1[C:24](=[O:25])[C@:23]([F:27])([CH3:26])[CH:22]([O:28][CH3:29])[O:21]1)([C:14]([CH3:17])([CH3:16])[CH3:15])([C:2]1[CH:3]=[CH:4][CH:5]=[CH:6][CH:7]=1)[C:8]1[CH:13]=[CH:12][CH:11]=[CH:10][CH:9]=1. The catalyst class is: 4.